Dataset: Full USPTO retrosynthesis dataset with 1.9M reactions from patents (1976-2016). Task: Predict the reactants needed to synthesize the given product. Given the product [CH3:1][C:2]1[CH:7]=[C:6]([N+:8]([O-:10])=[O:9])[CH:5]=[CH:4][C:3]=1[N:11]=[C:12]1[S:16][CH2:15][C:14]2([CH2:17][CH2:18][CH2:19][CH2:20]2)[N:13]1[CH:21]([CH3:23])[CH3:22], predict the reactants needed to synthesize it. The reactants are: [CH3:1][C:2]1[CH:7]=[C:6]([N+:8]([O-:10])=[O:9])[CH:5]=[CH:4][C:3]=1[N:11]=[C:12]1[S:16][CH2:15][C:14]2([CH2:20][CH2:19][CH2:18][CH2:17]2)[NH:13]1.[CH:21](Br)([CH3:23])[CH3:22].